From a dataset of Catalyst prediction with 721,799 reactions and 888 catalyst types from USPTO. Predict which catalyst facilitates the given reaction. (1) Product: [CH3:22][O:21][C:17]1[CH:16]=[C:15]2[C:20]([C:11]([O:10][CH2:9][CH2:8][N:6]3[CH:7]=[C:2]([N:30]4[CH2:34][CH2:33][CH2:32][C:31]4=[O:35])[CH:3]=[CH:4][C:5]3=[O:23])=[CH:12][CH:13]=[N:14]2)=[CH:19][CH:18]=1. Reactant: Br[C:2]1[CH:3]=[CH:4][C:5](=[O:23])[N:6]([CH2:8][CH2:9][O:10][C:11]2[C:20]3[C:15](=[CH:16][C:17]([O:21][CH3:22])=[CH:18][CH:19]=3)[N:14]=[CH:13][CH:12]=2)[CH:7]=1.CNCCNC.[NH:30]1[CH2:34][CH2:33][CH2:32][C:31]1=[O:35].C(=O)([O-])[O-].[Cs+].[Cs+].[NH4+].[OH-]. The catalyst class is: 509. (2) Reactant: [N+:1]([C:4]1[CH:9]=[C:8]([N+:10]([O-:12])=[O:11])[CH:7]=[CH:6][C:5]=1[NH:13][CH2:14][CH2:15][OH:16])([O-:3])=[O:2].[H-].[Na+].[CH2:19](Br)[C:20]#[CH:21]. Product: [N+:1]([C:4]1[CH:9]=[C:8]([N+:10]([O-:12])=[O:11])[CH:7]=[CH:6][C:5]=1[NH:13][CH2:14][CH2:15][O:16][CH2:21][C:20]#[CH:19])([O-:3])=[O:2]. The catalyst class is: 575.